Dataset: Catalyst prediction with 721,799 reactions and 888 catalyst types from USPTO. Task: Predict which catalyst facilitates the given reaction. Reactant: [Cl:1][C:2]1[C:9]([O:10][CH2:11][CH2:12][O:13][CH3:14])=[CH:8][C:5]([CH:6]=O)=[C:4]([N+:15]([O-:17])=[O:16])[CH:3]=1.[CH3:18][O:19][C:20]([CH:22]=P(C1C=CC=CC=1)(C1C=CC=CC=1)C1C=CC=CC=1)=[O:21]. Product: [CH3:18][O:19][C:20](=[O:21])/[CH:22]=[CH:6]/[C:5]1[CH:8]=[C:9]([O:10][CH2:11][CH2:12][O:13][CH3:14])[C:2]([Cl:1])=[CH:3][C:4]=1[N+:15]([O-:17])=[O:16]. The catalyst class is: 11.